From a dataset of NCI-60 drug combinations with 297,098 pairs across 59 cell lines. Regression. Given two drug SMILES strings and cell line genomic features, predict the synergy score measuring deviation from expected non-interaction effect. (1) Drug 1: C1=CC(=CC=C1CCCC(=O)O)N(CCCl)CCCl. Drug 2: CN(CC1=CN=C2C(=N1)C(=NC(=N2)N)N)C3=CC=C(C=C3)C(=O)NC(CCC(=O)O)C(=O)O. Cell line: HCT-15. Synergy scores: CSS=44.9, Synergy_ZIP=-2.53, Synergy_Bliss=-6.49, Synergy_Loewe=-14.4, Synergy_HSA=-4.49. (2) Drug 1: CC(C)NC(=O)C1=CC=C(C=C1)CNNC.Cl. Drug 2: CCC1(C2=C(COC1=O)C(=O)N3CC4=CC5=C(C=CC(=C5CN(C)C)O)N=C4C3=C2)O.Cl. Cell line: UO-31. Synergy scores: CSS=9.89, Synergy_ZIP=-7.96, Synergy_Bliss=-8.25, Synergy_Loewe=-20.6, Synergy_HSA=-5.72. (3) Drug 1: CC12CCC(CC1=CCC3C2CCC4(C3CC=C4C5=CN=CC=C5)C)O. Drug 2: C1=CC=C(C(=C1)C(C2=CC=C(C=C2)Cl)C(Cl)Cl)Cl. Cell line: NCI-H226. Synergy scores: CSS=10.3, Synergy_ZIP=0.367, Synergy_Bliss=4.49, Synergy_Loewe=1.94, Synergy_HSA=3.09. (4) Drug 1: CC1=C(C=C(C=C1)NC2=NC=CC(=N2)N(C)C3=CC4=NN(C(=C4C=C3)C)C)S(=O)(=O)N.Cl. Drug 2: CC(CN1CC(=O)NC(=O)C1)N2CC(=O)NC(=O)C2. Cell line: MDA-MB-435. Synergy scores: CSS=13.1, Synergy_ZIP=-1.08, Synergy_Bliss=3.89, Synergy_Loewe=-0.324, Synergy_HSA=0.136. (5) Drug 1: CN1C2=C(C=C(C=C2)N(CCCl)CCCl)N=C1CCCC(=O)O.Cl. Drug 2: C1CC(=O)NC(=O)C1N2C(=O)C3=CC=CC=C3C2=O. Cell line: SR. Synergy scores: CSS=2.51, Synergy_ZIP=-0.148, Synergy_Bliss=1.73, Synergy_Loewe=3.25, Synergy_HSA=1.27. (6) Drug 1: C1C(C(OC1N2C=C(C(=O)NC2=O)F)CO)O. Drug 2: CC1=C(C=C(C=C1)C(=O)NC2=CC(=CC(=C2)C(F)(F)F)N3C=C(N=C3)C)NC4=NC=CC(=N4)C5=CN=CC=C5. Cell line: HS 578T. Synergy scores: CSS=19.3, Synergy_ZIP=-5.98, Synergy_Bliss=-2.55, Synergy_Loewe=-8.37, Synergy_HSA=-3.00.